Dataset: Full USPTO retrosynthesis dataset with 1.9M reactions from patents (1976-2016). Task: Predict the reactants needed to synthesize the given product. (1) Given the product [F:37][C:38]([F:51])([F:50])[S:39]([O:16][CH2:15][C@H:14]([O:13][CH2:1][CH2:2][CH2:3][CH2:4][CH2:5][CH2:6][CH2:7][CH2:8][CH2:9][CH2:10][CH2:11][CH3:12])[CH2:17][O:18][CH2:19][CH2:20][CH2:21][CH2:22][CH2:23][CH2:24][CH2:25][CH2:26][CH2:27][CH2:28][CH2:29][CH3:30])(=[O:41])=[O:40], predict the reactants needed to synthesize it. The reactants are: [CH2:1]([O:13][C@H:14]([CH2:17][O:18][CH2:19][CH2:20][CH2:21][CH2:22][CH2:23][CH2:24][CH2:25][CH2:26][CH2:27][CH2:28][CH2:29][CH3:30])[CH2:15][OH:16])[CH2:2][CH2:3][CH2:4][CH2:5][CH2:6][CH2:7][CH2:8][CH2:9][CH2:10][CH2:11][CH3:12].N1C=CC=CC=1.[F:37][C:38]([F:51])([F:50])[S:39](O[S:39]([C:38]([F:51])([F:50])[F:37])(=[O:41])=[O:40])(=[O:41])=[O:40]. (2) Given the product [Cl:5][C:6]1[N:7]=[C:8]([C:14]2[CH:19]=[CH:18][CH:17]=[CH:16][C:15]=2[OH:20])[C:9]([Cl:13])=[C:10]([Cl:12])[N:11]=1, predict the reactants needed to synthesize it. The reactants are: BrB(Br)Br.[Cl:5][C:6]1[N:11]=[C:10]([Cl:12])[C:9]([Cl:13])=[C:8]([C:14]2[CH:19]=[CH:18][CH:17]=[CH:16][C:15]=2[O:20]C)[N:7]=1.